Dataset: CYP2C19 inhibition data for predicting drug metabolism from PubChem BioAssay. Task: Regression/Classification. Given a drug SMILES string, predict its absorption, distribution, metabolism, or excretion properties. Task type varies by dataset: regression for continuous measurements (e.g., permeability, clearance, half-life) or binary classification for categorical outcomes (e.g., BBB penetration, CYP inhibition). Dataset: cyp2c19_veith. (1) The molecule is Nc1ncnc2nc(N3CCN(CCO)CC3)[nH]c12. The result is 0 (non-inhibitor). (2) The result is 1 (inhibitor). The compound is CCOc1ccc(-n2c(C)nc3cc(C(=O)NCc4ccco4)ccc32)cc1. (3) The molecule is S=C(Nc1ccccc1)Nc1nccs1. The result is 1 (inhibitor). (4) The drug is CN1CCc2ccccc2Cc2[nH]c3ccccc3c2CC1. The result is 1 (inhibitor). (5) The compound is CN1CCN(c2ncnc3ccc(-c4cccc(NS(C)(=O)=O)c4)cc23)CC1. The result is 0 (non-inhibitor). (6) The compound is COC(=O)[C@@H]1CC[C@H](C)[C@@H](c2ccc(C)cc2)N1C(=O)c1ccc(/C=N\OC[C@@H](O)[C@H]2O[C@H]3OC(C)(C)O[C@H]3[C@@H]2O)cc1. The result is 1 (inhibitor).